From a dataset of Full USPTO retrosynthesis dataset with 1.9M reactions from patents (1976-2016). Predict the reactants needed to synthesize the given product. (1) The reactants are: [Cl:1][C:2]1[C:3]([O:11][CH3:12])=[N:4][CH:5]=[CH:6][C:7]=1B(O)O.Cl[C:14]1[N:19]=[C:18]([NH2:20])[N:17]=[C:16]([NH:21][CH3:22])[CH:15]=1. Given the product [Cl:1][C:2]1[C:3]([O:11][CH3:12])=[N:4][CH:5]=[CH:6][C:7]=1[C:14]1[N:19]=[C:18]([NH2:20])[N:17]=[C:16]([NH:21][CH3:22])[CH:15]=1, predict the reactants needed to synthesize it. (2) Given the product [C:5]([O:8][CH:9]([CH2:13][O:14][C:15](=[O:17])[CH3:16])[C:10]([Cl:3])=[O:11])(=[O:7])[CH3:6], predict the reactants needed to synthesize it. The reactants are: S(Cl)([Cl:3])=O.[C:5]([O:8][CH:9]([CH2:13][O:14][C:15](=[O:17])[CH3:16])[C:10](O)=[O:11])(=[O:7])[CH3:6]. (3) Given the product [ClH:1].[NH:40]1[CH2:41][CH:42]([C:44]2[CH:65]=[CH:64][C:47]3[C:48]4[N:52]([CH2:53][CH2:54][O:55][C:46]=3[CH:45]=2)[CH:51]=[C:50]([C:56]2[N:57]([CH:61]([CH3:62])[CH3:63])[N:58]=[CH:59][N:60]=2)[N:49]=4)[CH2:43]1, predict the reactants needed to synthesize it. The reactants are: [ClH:1].N1CC(C2C=CC3C4C(CCOC=3C=2)=CN(C2N(C3C=CC(F)=CC=3F)N=CN=2)N=4)C1.C(OC([N:40]1[CH2:43][CH:42]([C:44]2[CH:65]=[CH:64][C:47]3[C:48]4[N:52]([CH2:53][CH2:54][O:55][C:46]=3[CH:45]=2)[CH:51]=[C:50]([C:56]2[N:57]([CH:61]([CH3:63])[CH3:62])[N:58]=[CH:59][N:60]=2)[N:49]=4)[CH2:41]1)=O)(C)(C)C. (4) Given the product [CH3:25][C:15]1[CH:20]=[CH:19][C:18]([S:21]([O:7][CH2:6][CH2:5][CH:3]2[CH2:4][O:1][CH2:2]2)(=[O:23])=[O:22])=[CH:17][CH:16]=1, predict the reactants needed to synthesize it. The reactants are: [O:1]1[CH2:4][CH:3]([CH2:5][CH2:6][OH:7])[CH2:2]1.C(N(CC)CC)C.[C:15]1([CH3:25])[CH:20]=[CH:19][C:18]([S:21](Cl)(=[O:23])=[O:22])=[CH:17][CH:16]=1. (5) Given the product [Cl:1][C:2]1[CH:3]=[N:4][C:5]2[N:6]([N:8]=[C:9]([C:11]([N:20]3[CH2:19][CH2:18][C:17]4[C:22](=[CH:23][C:24]([Cl:25])=[C:15]([Cl:14])[CH:16]=4)[CH:21]3[CH3:26])=[O:13])[CH:10]=2)[CH:7]=1, predict the reactants needed to synthesize it. The reactants are: [Cl:1][C:2]1[CH:3]=[N:4][C:5]2[N:6]([N:8]=[C:9]([C:11]([OH:13])=O)[CH:10]=2)[CH:7]=1.[Cl:14][C:15]1[CH:16]=[C:17]2[C:22](=[CH:23][C:24]=1[Cl:25])[CH:21]([CH3:26])[NH:20][CH2:19][CH2:18]2. (6) Given the product [Br:20][C:11]1[S:10][C:9]([NH:8][C:6]([NH:5][C:3](=[O:4])[C:2]([Cl:1])([Cl:18])[Cl:19])=[O:7])=[C:13]([C:14]([O:16][CH3:17])=[O:15])[CH:12]=1, predict the reactants needed to synthesize it. The reactants are: [Cl:1][C:2]([Cl:19])([Cl:18])[C:3]([NH:5][C:6]([NH:8][C:9]1[S:10][CH:11]=[CH:12][C:13]=1[C:14]([O:16][CH3:17])=[O:15])=[O:7])=[O:4].[Br:20]Br.